Dataset: HIV replication inhibition screening data with 41,000+ compounds from the AIDS Antiviral Screen. Task: Binary Classification. Given a drug SMILES string, predict its activity (active/inactive) in a high-throughput screening assay against a specified biological target. (1) The molecule is Cc1nn(C(=O)c2ccc(Cl)cc2)c2c1C(c1ccccc1[N+](=O)[O-])SC(=N)N2. The result is 0 (inactive). (2) The molecule is CN(N=O)C(=O)ON1C(=O)CCC1=O. The result is 0 (inactive). (3) The drug is CN(C)C(=S)SC(=S)N(C)C. The result is 0 (inactive). (4) The result is 0 (inactive). The drug is Cc1ccccc1-c1nc2c(N)nc(N)nc2nc1N. (5) The drug is CC1=[O+][Cu-3]2([O+]=C(C)CC(Nc3ccccc3)=[O+]2)[O+]=C(Nc2ccccc2)C1. The result is 0 (inactive).